This data is from Forward reaction prediction with 1.9M reactions from USPTO patents (1976-2016). The task is: Predict the product of the given reaction. (1) Given the reactants [NH:1]1[C:5]2=[N:6][CH:7]=[CH:8][CH:9]=[C:4]2[C:3]([C:10]2[S:14][C:13]([NH2:15])=[N:12][N:11]=2)=[CH:2]1.[CH3:16][O:17][C:18]1[CH:19]=[C:20]([CH2:24][C:25](O)=[O:26])[CH:21]=[CH:22][CH:23]=1.C(N(CC)CC)C.CN(C=O)C, predict the reaction product. The product is: [NH:1]1[C:5]2=[N:6][CH:7]=[CH:8][CH:9]=[C:4]2[C:3]([C:10]2[S:14][C:13]([NH:15][C:25](=[O:26])[CH2:24][C:20]3[CH:21]=[CH:22][CH:23]=[C:18]([O:17][CH3:16])[CH:19]=3)=[N:12][N:11]=2)=[CH:2]1. (2) Given the reactants [CH3:1][O:2][C:3]1[CH:8]=[C:7]([N+:9]([O-:11])=[O:10])[CH:6]=[CH:5][C:4]=1[CH2:12][OH:13].N1C=CN=C1.[CH3:19][C:20]([Si:23](Cl)([CH3:25])[CH3:24])([CH3:22])[CH3:21], predict the reaction product. The product is: [C:20]([Si:23]([O:13][CH2:12][C:4]1[CH:5]=[CH:6][C:7]([N+:9]([O-:11])=[O:10])=[CH:8][C:3]=1[O:2][CH3:1])([CH3:25])[CH3:24])([CH3:22])([CH3:21])[CH3:19]. (3) Given the reactants Cl[C:2]1[C:7]([C:8]#[N:9])=[CH:6][N:5]=[C:4]2[C:10]3[CH:16]=[C:15]([N+:17]([O-:19])=[O:18])[CH:14]=[CH:13][C:11]=3[S:12][C:3]=12.C(OCCO)C.[Cl:26][C:27]1[C:33]([O:34][CH3:35])=[CH:32][C:30]([NH2:31])=[C:29]([CH3:36])[CH:28]=1.Cl.N1C=CC=CC=1, predict the reaction product. The product is: [Cl:26][C:27]1[C:33]([O:34][CH3:35])=[CH:32][C:30]([NH:31][C:2]2[C:7]([C:8]#[N:9])=[CH:6][N:5]=[C:4]3[C:10]4[CH:16]=[C:15]([N+:17]([O-:19])=[O:18])[CH:14]=[CH:13][C:11]=4[S:12][C:3]=23)=[C:29]([CH3:36])[CH:28]=1. (4) Given the reactants [F:1][C:2]1[C:7]([F:8])=[CH:6][C:5]([C:9]2[CH:14]=[CH:13][C:12]([O:15][CH2:16][C:17]3[CH:22]=[CH:21][CH:20]=[C:19]([N+:23]([O-])=O)[CH:18]=3)=[CH:11][CH:10]=2)=[C:4]([O:26][CH3:27])[CH:3]=1.C(O)C.[Cl-].[NH4+], predict the reaction product. The product is: [F:1][C:2]1[C:7]([F:8])=[CH:6][C:5]([C:9]2[CH:10]=[CH:11][C:12]([O:15][CH2:16][C:17]3[CH:18]=[C:19]([NH2:23])[CH:20]=[CH:21][CH:22]=3)=[CH:13][CH:14]=2)=[C:4]([O:26][CH3:27])[CH:3]=1. (5) The product is: [Cl:34][C:35]1[N:43]=[CH:42][C:41]([C:44]([F:47])([F:46])[F:45])=[CH:40][C:36]=1[C:37]([NH:62][C@H:60]([C:57]1[CH:58]=[CH:59][C:54]([F:53])=[CH:55][CH:56]=1)[CH3:61])=[O:39]. Given the reactants C(N(CC)C(C)C)(C)C.F[P-](F)(F)(F)(F)F.C[N+](C)=C(N(C)C)ON1C2N=CC=CC=2N=N1.[Cl:34][C:35]1[N:43]=[CH:42][C:41]([C:44]([F:47])([F:46])[F:45])=[CH:40][C:36]=1[C:37]([OH:39])=O.CN(C)C=O.[F:53][C:54]1[CH:59]=[CH:58][C:57]([C@@H:60]([NH2:62])[CH3:61])=[CH:56][CH:55]=1, predict the reaction product. (6) Given the reactants [CH3:1][C:2]1[C:6]2[CH:7]=[CH:8][C:9]([C:11]([F:14])([F:13])[F:12])=[CH:10][C:5]=2[S:4][C:3]=1[CH:15]([CH2:30][CH2:31][CH2:32][CH3:33])[CH2:16][CH2:17][S:18][C:19]1[S:20][CH:21]=[C:22]([CH2:24][C:25]([O:27]CC)=[O:26])[N:23]=1, predict the reaction product. The product is: [CH3:1][C:2]1[C:6]2[CH:7]=[CH:8][C:9]([C:11]([F:13])([F:14])[F:12])=[CH:10][C:5]=2[S:4][C:3]=1[CH:15]([CH2:30][CH2:31][CH2:32][CH3:33])[CH2:16][CH2:17][S:18][C:19]1[S:20][CH:21]=[C:22]([CH2:24][C:25]([OH:27])=[O:26])[N:23]=1. (7) Given the reactants [F:1][C:2]([F:7])([CH3:6])[C:3](O)=[O:4].C(N(C(C)C)C(C)C)C.[NH2:17][C@@H:18]([CH3:52])[C@@H:19]([C:46]1[CH:51]=[CH:50][CH:49]=[CH:48][CH:47]=1)[O:20][C:21]1[CH:22]=[C:23]2[C:27](=[CH:28][CH:29]=1)[N:26]([C:30]1[CH:31]=[C:32]([CH:43]=[CH:44][CH:45]=1)[C:33]([N:35]1[CH2:39][CH2:38][CH2:37][C@@H:36]1[C:40]([NH2:42])=[O:41])=[O:34])[N:25]=[CH:24]2, predict the reaction product. The product is: [F:1][C:2]([F:7])([CH3:6])[C:3]([NH:17][C@@H:18]([CH3:52])[C@H:19]([O:20][C:21]1[CH:22]=[C:23]2[C:27](=[CH:28][CH:29]=1)[N:26]([C:30]1[CH:31]=[C:32]([C:33]([N:35]3[CH2:39][CH2:38][CH2:37][C@@H:36]3[C:40]([NH2:42])=[O:41])=[O:34])[CH:43]=[CH:44][CH:45]=1)[N:25]=[CH:24]2)[C:46]1[CH:51]=[CH:50][CH:49]=[CH:48][CH:47]=1)=[O:4]. (8) Given the reactants [CH3:1][O:2][C:3]1[CH:8]=[CH:7][C:6]([N+:9]([O-:11])=[O:10])=[C:5]([CH3:12])[CH:4]=1.[Br:13]N1C(=O)CCC1=O, predict the reaction product. The product is: [Br:13][C:8]1[CH:7]=[C:6]([N+:9]([O-:11])=[O:10])[C:5]([CH3:12])=[CH:4][C:3]=1[O:2][CH3:1].